This data is from Forward reaction prediction with 1.9M reactions from USPTO patents (1976-2016). The task is: Predict the product of the given reaction. (1) Given the reactants [NH2:1][CH2:2][CH2:3][O:4][CH2:5][CH2:6][N:7]1[C:19]2[C:18]3[CH2:17][CH2:16][CH2:15][CH2:14][C:13]=3[N:12]=[CH:11][C:10]=2[N:9]=[C:8]1[CH2:20][CH2:21][O:22][CH3:23].CC[N:26](CC)CC.[C:31](Cl)(=[O:38])[C:32]1[CH:37]=[CH:36][CH:35]=[CH:34][CH:33]=1.CCOCC, predict the reaction product. The product is: [NH2:26][C:11]1[C:10]2[N:9]=[C:8]([CH2:20][CH2:21][O:22][CH3:23])[N:7]([CH2:6][CH2:5][O:4][CH2:3][CH2:2][NH:1][C:31](=[O:38])[C:32]3[CH:37]=[CH:36][CH:35]=[CH:34][CH:33]=3)[C:19]=2[C:18]2[CH2:17][CH2:16][CH2:15][CH2:14][C:13]=2[N:12]=1. (2) Given the reactants [C:1]([NH:4][CH2:5][CH2:6][NH:7][C:8]1[N:13]=[C:12]([C:14]2[CH:19]=[CH:18][CH:17]=[CH:16][CH:15]=2)[N:11]=[C:10]([NH:20][C:21](=[O:24])[CH2:22]Cl)[CH:9]=1)(=[O:3])[CH3:2].[F:25][C:26]1[CH:38]=[CH:37][C:29]([CH2:30][CH:31]2[CH2:36][CH2:35][NH:34][CH2:33][CH2:32]2)=[CH:28][CH:27]=1.CCOC(C)=O, predict the reaction product. The product is: [C:1]([NH:4][CH2:5][CH2:6][NH:7][C:8]1[N:13]=[C:12]([C:14]2[CH:19]=[CH:18][CH:17]=[CH:16][CH:15]=2)[N:11]=[C:10]([NH:20][C:21](=[O:24])[CH2:22][N:34]2[CH2:35][CH2:36][CH:31]([CH2:30][C:29]3[CH:28]=[CH:27][C:26]([F:25])=[CH:38][CH:37]=3)[CH2:32][CH2:33]2)[CH:9]=1)(=[O:3])[CH3:2]. (3) Given the reactants [C:1]([C:3]([C:11]1[S:12][CH:13]=[CH:14][CH:15]=1)([CH:8]([CH3:10])[CH3:9])[CH2:4][CH2:5][CH2:6]I)#[N:2].[CH:16]([N:19]([CH2:26][CH2:27][N:28]1[CH2:33][CH2:32][NH:31][CH2:30][CH2:29]1)[C:20]1[CH:25]=[CH:24][CH:23]=[CH:22][N:21]=1)([CH3:18])[CH3:17], predict the reaction product. The product is: [C:1]([C:3]([C:11]1[S:12][CH:13]=[CH:14][CH:15]=1)([CH:8]([CH3:10])[CH3:9])[CH2:4][CH2:5][CH2:6][N:31]1[CH2:32][CH2:33][N:28]([CH2:27][CH2:26][N:19]([CH:16]([CH3:18])[CH3:17])[C:20]2[CH:25]=[CH:24][CH:23]=[CH:22][N:21]=2)[CH2:29][CH2:30]1)#[N:2]. (4) Given the reactants [CH2:1]([C:3]1([CH2:15][CH3:16])[O:8][C:7](=[O:9])[NH:6][C:5]2[CH:10]=[CH:11][C:12](I)=[CH:13][C:4]1=2)[CH3:2].[N+:17]([C:20]1[CH:21]=[C:22](B(O)O)[CH:23]=[CH:24][CH:25]=1)([O-:19])=[O:18], predict the reaction product. The product is: [CH2:1]([C:3]1([CH2:15][CH3:16])[O:8][C:7](=[O:9])[NH:6][C:5]2[CH:10]=[CH:11][C:12]([C:24]3[CH:23]=[CH:22][CH:21]=[C:20]([N+:17]([O-:19])=[O:18])[CH:25]=3)=[CH:13][C:4]1=2)[CH3:2]. (5) The product is: [Si:1]([O:8][C@@H:9]1[C@@H:13]([CH:14]=[O:15])[CH2:12][N:11]([C:16]([O:18][C:19]([CH3:22])([CH3:21])[CH3:20])=[O:17])[CH2:10]1)([C:4]([CH3:7])([CH3:6])[CH3:5])([CH3:3])[CH3:2]. Given the reactants [Si:1]([O:8][C@@H:9]1[C@@H:13]([CH2:14][OH:15])[CH2:12][N:11]([C:16]([O:18][C:19]([CH3:22])([CH3:21])[CH3:20])=[O:17])[CH2:10]1)([C:4]([CH3:7])([CH3:6])[CH3:5])([CH3:3])[CH3:2].CC(OI1(OC(C)=O)(OC(C)=O)OC(=O)C2C=CC=CC1=2)=O, predict the reaction product.